This data is from NCI-60 drug combinations with 297,098 pairs across 59 cell lines. The task is: Regression. Given two drug SMILES strings and cell line genomic features, predict the synergy score measuring deviation from expected non-interaction effect. (1) Drug 1: CC1=CC2C(CCC3(C2CCC3(C(=O)C)OC(=O)C)C)C4(C1=CC(=O)CC4)C. Drug 2: CCCCC(=O)OCC(=O)C1(CC(C2=C(C1)C(=C3C(=C2O)C(=O)C4=C(C3=O)C=CC=C4OC)O)OC5CC(C(C(O5)C)O)NC(=O)C(F)(F)F)O. Cell line: HT29. Synergy scores: CSS=-2.95, Synergy_ZIP=1.63, Synergy_Bliss=1.83, Synergy_Loewe=-0.757, Synergy_HSA=-0.507. (2) Drug 1: C1=CC(=C2C(=C1NCCNCCO)C(=O)C3=C(C=CC(=C3C2=O)O)O)NCCNCCO. Drug 2: C1=NC2=C(N1)C(=S)N=CN2. Cell line: HT29. Synergy scores: CSS=37.7, Synergy_ZIP=-7.40, Synergy_Bliss=-3.60, Synergy_Loewe=-4.99, Synergy_HSA=-0.140. (3) Drug 1: CC(C1=C(C=CC(=C1Cl)F)Cl)OC2=C(N=CC(=C2)C3=CN(N=C3)C4CCNCC4)N. Drug 2: C1=CC=C(C(=C1)C(C2=CC=C(C=C2)Cl)C(Cl)Cl)Cl. Cell line: NCI-H522. Synergy scores: CSS=15.0, Synergy_ZIP=1.92, Synergy_Bliss=7.63, Synergy_Loewe=6.69, Synergy_HSA=6.69. (4) Drug 1: C1CN1C2=NC(=NC(=N2)N3CC3)N4CC4. Drug 2: C1=NNC2=C1C(=O)NC=N2. Cell line: PC-3. Synergy scores: CSS=19.1, Synergy_ZIP=1.06, Synergy_Bliss=1.07, Synergy_Loewe=-8.18, Synergy_HSA=0.584. (5) Drug 1: CC1=C(C=C(C=C1)C(=O)NC2=CC(=CC(=C2)C(F)(F)F)N3C=C(N=C3)C)NC4=NC=CC(=N4)C5=CN=CC=C5. Drug 2: C1=NC(=NC(=O)N1C2C(C(C(O2)CO)O)O)N. Cell line: HL-60(TB). Synergy scores: CSS=69.5, Synergy_ZIP=0.0583, Synergy_Bliss=-1.20, Synergy_Loewe=-10.5, Synergy_HSA=-1.11. (6) Drug 1: C1=C(C(=O)NC(=O)N1)F. Drug 2: C1C(C(OC1N2C=C(C(=O)NC2=O)F)CO)O. Cell line: NCI-H522. Synergy scores: CSS=25.1, Synergy_ZIP=-13.2, Synergy_Bliss=-17.9, Synergy_Loewe=-20.9, Synergy_HSA=-14.8. (7) Synergy scores: CSS=66.7, Synergy_ZIP=-10.5, Synergy_Bliss=-25.0, Synergy_Loewe=-33.0, Synergy_HSA=-24.6. Cell line: RPMI-8226. Drug 2: C1CN(P(=O)(OC1)NCCCl)CCCl. Drug 1: C1=C(C(=O)NC(=O)N1)F. (8) Drug 1: COC1=C(C=C2C(=C1)N=CN=C2NC3=CC(=C(C=C3)F)Cl)OCCCN4CCOCC4. Drug 2: CC(C)CN1C=NC2=C1C3=CC=CC=C3N=C2N. Cell line: SNB-19. Synergy scores: CSS=7.31, Synergy_ZIP=-1.82, Synergy_Bliss=1.95, Synergy_Loewe=-0.613, Synergy_HSA=-0.101. (9) Drug 2: CCC1(CC2CC(C3=C(CCN(C2)C1)C4=CC=CC=C4N3)(C5=C(C=C6C(=C5)C78CCN9C7C(C=CC9)(C(C(C8N6C=O)(C(=O)OC)O)OC(=O)C)CC)OC)C(=O)OC)O.OS(=O)(=O)O. Synergy scores: CSS=2.94, Synergy_ZIP=-3.30, Synergy_Bliss=-3.47, Synergy_Loewe=-4.26, Synergy_HSA=-4.26. Drug 1: CN(C)N=NC1=C(NC=N1)C(=O)N. Cell line: SK-OV-3. (10) Cell line: UO-31. Drug 1: C1CCC(CC1)NC(=O)N(CCCl)N=O. Drug 2: CC1CCC2CC(C(=CC=CC=CC(CC(C(=O)C(C(C(=CC(C(=O)CC(OC(=O)C3CCCCN3C(=O)C(=O)C1(O2)O)C(C)CC4CCC(C(C4)OC)O)C)C)O)OC)C)C)C)OC. Synergy scores: CSS=9.06, Synergy_ZIP=-13.3, Synergy_Bliss=-15.1, Synergy_Loewe=-12.2, Synergy_HSA=-11.6.